This data is from Full USPTO retrosynthesis dataset with 1.9M reactions from patents (1976-2016). The task is: Predict the reactants needed to synthesize the given product. Given the product [CH3:40][S:36]([CH2:29][CH2:28][N:25]1[CH2:24][CH2:23][C:22]2[CH:32]=[CH:33][C:19]([NH:18][C:16]3[N:17]=[C:10]4[C:9]([C:4]5[CH:5]=[CH:6][CH:7]=[CH:8][C:3]=5[O:2][CH3:1])=[CH:14][CH:13]=[CH:12][N:11]4[N:15]=3)=[CH:20][C:21]=2[CH2:27][CH2:26]1)(=[O:38])=[O:35], predict the reactants needed to synthesize it. The reactants are: [CH3:1][O:2][C:3]1[CH:8]=[CH:7][CH:6]=[CH:5][C:4]=1[C:9]1[C:10]2[N:11]([N:15]=[C:16]([NH:18][C:19]3[CH:33]=[CH:32][C:22]4[CH2:23][CH2:24][N:25]([CH2:28][CH2:29]SC)[CH2:26][CH2:27][C:21]=4[CH:20]=3)[N:17]=2)[CH:12]=[CH:13][CH:14]=1.O[O:35][S:36]([O-:38])=O.[K+].[CH3:40]O.